From a dataset of Reaction yield outcomes from USPTO patents with 853,638 reactions. Predict the reaction yield, written as a fraction of the theoretical maximum amount of product (1.0 means a 100% yield; for example, 0.34 means a 34% yield). The product is [Cl:1][C:2]1[N:7]=[CH:6][N:5]=[C:4]2[C:3]=1[N:9]=[C:19]([CH2:18][C:12]1[C:11]([Cl:10])=[CH:16][CH:15]=[CH:14][C:13]=1[Cl:17])[NH:8]2. The reactants are [Cl:1][C:2]1[N:7]=[CH:6][N:5]=[C:4]([NH2:8])[C:3]=1[NH2:9].[Cl:10][C:11]1[CH:16]=[CH:15][CH:14]=[C:13]([Cl:17])[C:12]=1[CH2:18][CH:19]=O. The catalyst is O1CCOCC1. The yield is 0.360.